This data is from Full USPTO retrosynthesis dataset with 1.9M reactions from patents (1976-2016). The task is: Predict the reactants needed to synthesize the given product. (1) Given the product [N+:16]([C:19]1[CH:26]=[CH:25][C:22]([CH2:23][N:1]2[CH2:6][CH2:5][CH2:4][NH:3][C:2]2=[O:7])=[CH:21][CH:20]=1)([O-:18])=[O:17], predict the reactants needed to synthesize it. The reactants are: [NH:1]1[CH2:6][CH2:5][CH2:4][NH:3][C:2]1=[O:7].C(=O)([O-])[O-].[K+].[K+].[I-].[K+].[N+:16]([C:19]1[CH:26]=[CH:25][C:22]([CH2:23]Br)=[CH:21][CH:20]=1)([O-:18])=[O:17]. (2) Given the product [F:1][C:2]1[CH:3]=[CH:4][C:5]([CH2:6][N:7]2[CH2:12][CH2:11][C:10]3[C:21]([C:23]([O:25][CH3:26])=[O:24])=[N:20][CH:19]=[C:18]([OH:17])[C:9]=3[C:8]2=[O:13])=[CH:14][CH:15]=1, predict the reactants needed to synthesize it. The reactants are: [F:1][C:2]1[CH:15]=[CH:14][C:5]([CH2:6][N:7]2[CH2:12][CH2:11][CH:10]=[CH:9][C:8]2=[O:13])=[CH:4][CH:3]=1.C[O:17][C:18]1O[C:21]([C:23]([O:25][CH3:26])=[O:24])=[N:20][CH:19]=1.Cl. (3) Given the product [C:18]1([C:24]2[CH2:30][CH2:29][N:28]([CH2:2][CH2:3][CH2:4][C:5]([NH:7][C:8]3[CH:16]=[CH:15][CH:14]=[CH:13][C:9]=3[C:10]([NH2:12])=[O:11])=[O:6])[CH2:27][CH2:26][CH:25]=2)[CH:23]=[CH:22][CH:21]=[CH:20][CH:19]=1.[C:32]1([C:38]2[CH2:44][CH2:43][CH2:42][N:41]([CH2:2][CH2:3][CH2:4][C:5]([NH:7][C:8]3[CH:16]=[CH:15][CH:14]=[CH:13][C:9]=3[C:10]([NH2:12])=[O:11])=[O:6])[CH2:40][CH:39]=2)[CH:37]=[CH:36][CH:35]=[CH:34][CH:33]=1, predict the reactants needed to synthesize it. The reactants are: Br[CH2:2][CH2:3][CH2:4][C:5]([NH:7][C:8]1[CH:16]=[CH:15][CH:14]=[CH:13][C:9]=1[C:10]([NH2:12])=[O:11])=[O:6].Cl.[C:18]1([C:24]2[CH2:25][CH2:26][CH2:27][NH:28][CH2:29][CH:30]=2)[CH:23]=[CH:22][CH:21]=[CH:20][CH:19]=1.Cl.[C:32]1([C:38]2[CH2:39][CH2:40][NH:41][CH2:42][CH2:43][CH:44]=2)[CH:37]=[CH:36][CH:35]=[CH:34][CH:33]=1. (4) Given the product [F:1][C:2]1[CH:7]=[CH:6][C:5]([C:8]([C:14]2[CH:15]=[N:16][C:17]([N:20]3[CH2:25][CH2:24][N:23]([C:26]([O:28][C:29]([CH3:32])([CH3:31])[CH3:30])=[O:27])[CH2:22][CH2:21]3)=[N:18][CH:19]=2)([CH3:13])[CH2:9][OH:10])=[CH:4][CH:3]=1, predict the reactants needed to synthesize it. The reactants are: [F:1][C:2]1[CH:7]=[CH:6][C:5]([C:8]([C:14]2[CH:15]=[N:16][C:17]([N:20]3[CH2:25][CH2:24][N:23]([C:26]([O:28][C:29]([CH3:32])([CH3:31])[CH3:30])=[O:27])[CH2:22][CH2:21]3)=[N:18][CH:19]=2)([CH3:13])[C:9](OC)=[O:10])=[CH:4][CH:3]=1.[Li+].[BH4-]. (5) Given the product [CH2:23]([N:8]([CH2:1][C:2]1[CH:7]=[CH:6][CH:5]=[CH:4][CH:3]=1)[C:9]1[N:10]=[CH:11][CH:12]=[C:13]2[CH:17]=[C:16]([C:18]([OH:20])=[O:19])[NH:15][C:14]=12)[C:24]1[CH:25]=[CH:26][CH:27]=[CH:28][CH:29]=1, predict the reactants needed to synthesize it. The reactants are: [CH2:1]([N:8]([CH2:23][C:24]1[CH:29]=[CH:28][CH:27]=[CH:26][CH:25]=1)[C:9]1[N:10]=[CH:11][CH:12]=[C:13]2[CH:17]=[C:16]([C:18]([O:20]CC)=[O:19])[NH:15][C:14]=12)[C:2]1[CH:7]=[CH:6][CH:5]=[CH:4][CH:3]=1.[OH-].[Na+].O1CCCC1.Cl. (6) Given the product [Br:18][C:19]1[CH:20]=[C:21]([NH:4][C:3]([C:5]2[C:9]([NH:10][CH2:11][CH2:12][NH:13][S:14]([CH3:17])(=[O:16])=[O:15])=[N:8][O:7][N:6]=2)=[N:2][OH:1])[CH:23]=[CH:24][C:25]=1[F:26], predict the reactants needed to synthesize it. The reactants are: [OH:1][NH:2][C:3]([C:5]1[C:9]([NH:10][CH2:11][CH2:12][NH:13][S:14]([CH3:17])(=[O:16])=[O:15])=[N:8][O:7][N:6]=1)=[NH:4].[Br:18][C:19]1[CH:20]=[C:21]([CH:23]=[CH:24][C:25]=1[F:26])N. (7) The reactants are: Cl.[CH3:2][O:3][C:4]1[CH:5]=[C:6]([C:12]2[C:13]([CH3:25])([CH3:24])[C:14](=[O:23])[N:15]([CH:17]3[CH2:22][CH2:21][NH:20][CH2:19][CH2:18]3)[N:16]=2)[CH:7]=[CH:8][C:9]=1[O:10][CH3:11].[Br:26][C:27]1[C:36]2[C:31](=[CH:32][CH:33]=[CH:34][CH:35]=2)[CH:30]=[CH:29][C:28]=1[C:37](O)=[O:38]. Given the product [Br:26][C:27]1[C:36]2[C:31](=[CH:32][CH:33]=[CH:34][CH:35]=2)[CH:30]=[CH:29][C:28]=1[C:37]([N:20]1[CH2:21][CH2:22][CH:17]([N:15]2[C:14](=[O:23])[C:13]([CH3:25])([CH3:24])[C:12]([C:6]3[CH:7]=[CH:8][C:9]([O:10][CH3:11])=[C:4]([O:3][CH3:2])[CH:5]=3)=[N:16]2)[CH2:18][CH2:19]1)=[O:38], predict the reactants needed to synthesize it. (8) Given the product [O:17]1[CH2:27][CH2:28][O:29][CH:16]1[C:13]1[C:14]([F:15])=[C:2]([F:1])[C:3]([NH:18][C:19]2[CH:24]=[CH:23][C:22]([I:25])=[CH:21][C:20]=2[F:26])=[C:4]([CH:12]=1)[C:5]([NH:7][O:8][CH2:9][CH2:10][OH:11])=[O:6], predict the reactants needed to synthesize it. The reactants are: [F:1][C:2]1[C:3]([NH:18][C:19]2[CH:24]=[CH:23][C:22]([I:25])=[CH:21][C:20]=2[F:26])=[C:4]([CH:12]=[C:13]([CH:16]=[O:17])[C:14]=1[F:15])[C:5]([NH:7][O:8][CH2:9][CH2:10][OH:11])=[O:6].[CH2:27](O)[CH2:28][OH:29].O.C1(C)C=CC(S(O)(=O)=O)=CC=1.C(=O)(O)[O-].[Na+].